Regression/Classification. Given a drug SMILES string, predict its absorption, distribution, metabolism, or excretion properties. Task type varies by dataset: regression for continuous measurements (e.g., permeability, clearance, half-life) or binary classification for categorical outcomes (e.g., BBB penetration, CYP inhibition). Dataset: cyp2c19_veith. From a dataset of CYP2C19 inhibition data for predicting drug metabolism from PubChem BioAssay. (1) The drug is Cc1cccc(CNc2ccnc(-c3ccoc3)n2)c1. The result is 1 (inhibitor). (2) The molecule is CCOc1ccc(-c2nnn(CC(=O)Nc3cc(OC)ccc3OC)n2)cc1OCC. The result is 1 (inhibitor).